From a dataset of Reaction yield outcomes from USPTO patents with 853,638 reactions. Predict the reaction yield, written as a fraction of the theoretical maximum amount of product (1.0 means a 100% yield; for example, 0.34 means a 34% yield). The yield is 0.900. No catalyst specified. The reactants are FC(F)(F)C(O)=O.C([O:15][C:16]1[CH:21]=[C:20]([N+:22]([O-:24])=[O:23])[CH:19]=[CH:18][C:17]=1[N:25]1[CH2:30][CH2:29][N:28]([C:31]2[CH:36]=[C:35]([CH3:37])[CH:34]=[C:33]([CH3:38])[N:32]=2)[CH2:27][CH2:26]1)C1C=CC=CC=1.Cl. The product is [CH3:37][C:35]1[CH:34]=[C:33]([CH3:38])[N:32]=[C:31]([N:28]2[CH2:27][CH2:26][N:25]([C:17]3[CH:18]=[CH:19][C:20]([N+:22]([O-:24])=[O:23])=[CH:21][C:16]=3[OH:15])[CH2:30][CH2:29]2)[CH:36]=1.